From a dataset of Full USPTO retrosynthesis dataset with 1.9M reactions from patents (1976-2016). Predict the reactants needed to synthesize the given product. (1) Given the product [OH:1][C@@H:2]([C@H:4]1[C:40](=[O:41])[N:6]2[C:7]([C:27]([O-:29])=[O:28])=[C:8]([C:11]3[S:15][C:14]4=[C:16]([C:19]([C:21]5[CH:22]=[N:23][CH:24]=[CH:25][CH:26]=5)=[O:20])[N:17]=[CH:18][N:13]4[CH:12]=3)[C@H:9]([CH3:10])[C@H:5]12)[CH3:3].[Na+:47], predict the reactants needed to synthesize it. The reactants are: [OH:1][C@@H:2]([C@H:4]1[C:40](=[O:41])[N:6]2[C:7]([C:27]([O:29]CC3C=CC([N+]([O-])=O)=CC=3)=[O:28])=[C:8]([C:11]3[S:15][C:14]4=[C:16]([C:19]([C:21]5[CH:22]=[N:23][CH:24]=[CH:25][CH:26]=5)=[O:20])[N:17]=[CH:18][N:13]4[CH:12]=3)[C@H:9]([CH3:10])[C@H:5]12)[CH3:3].P([O-])([O-])([O-])=O.[Na+:47].[Na+].[Na+].[H][H]. (2) Given the product [Br:30][C:31]1[CH:32]=[C:33]([CH:37]=[CH:38][C:39]=1[Cl:40])[C:34]([N:14]([CH:13]1[CH:9]([C:4]2[CH:5]=[CH:6][C:7]([Cl:8])=[C:2]([Cl:1])[CH:3]=2)[CH2:10][N:11]([C:16]([CH:18]2[CH2:19][CH2:20][N:21]([C:24]([C:26]3([CH3:29])[CH2:28][CH2:27]3)=[O:25])[CH2:22][CH2:23]2)=[O:17])[CH2:12]1)[CH3:15])=[O:36], predict the reactants needed to synthesize it. The reactants are: [Cl:1][C:2]1[CH:3]=[C:4]([CH:9]2[CH:13]([NH:14][CH3:15])[CH2:12][N:11]([C:16]([CH:18]3[CH2:23][CH2:22][N:21]([C:24]([C:26]4([CH3:29])[CH2:28][CH2:27]4)=[O:25])[CH2:20][CH2:19]3)=[O:17])[CH2:10]2)[CH:5]=[CH:6][C:7]=1[Cl:8].[Br:30][C:31]1[CH:32]=[C:33]([CH:37]=[CH:38][C:39]=1[Cl:40])[C:34]([OH:36])=O. (3) Given the product [NH2:10][CH2:9][CH2:8][NH:7][S:28]([C:23]1[CH:24]=[CH:25][CH:26]=[CH:27][C:22]=1[Br:21])(=[O:30])=[O:29], predict the reactants needed to synthesize it. The reactants are: C(OC(=O)[NH:7][CH2:8][CH2:9][NH2:10])(C)(C)C.CCN(C(C)C)C(C)C.[Br:21][C:22]1[CH:27]=[CH:26][CH:25]=[CH:24][C:23]=1[S:28](Cl)(=[O:30])=[O:29]. (4) The reactants are: [C:1]([O:5][C:6]([N:8]1[CH2:13][CH2:12][C@H:11]([C:14]2[CH:19]=[C:18]([F:20])[C:17]([F:21])=[CH:16][C:15]=2[F:22])[C@@H:10](C(O)=O)[CH2:9]1)=[O:7])([CH3:4])([CH3:3])[CH3:2].C([N:28]([CH2:31]C)CC)C.C1(P(N=[N+]=[N-])(C2C=CC=CC=2)=[O:40])C=CC=CC=1.[CH2:50]([OH:57])[C:51]1[CH:56]=[CH:55][CH:54]=[CH:53][CH:52]=1. Given the product [CH2:50]([O:57][C:31]([NH:28][C@@H:10]1[C@@H:11]([C:14]2[CH:19]=[C:18]([F:20])[C:17]([F:21])=[CH:16][C:15]=2[F:22])[CH2:12][CH2:13][N:8]([C:6]([O:5][C:1]([CH3:4])([CH3:2])[CH3:3])=[O:7])[CH2:9]1)=[O:40])[C:51]1[CH:56]=[CH:55][CH:54]=[CH:53][CH:52]=1, predict the reactants needed to synthesize it. (5) Given the product [Br:3][C:4]1[CH:5]=[C:6]2[C:10](=[C:11]([C:13](=[O:21])[C:14]3[CH:19]=[CH:18][C:17]([F:20])=[CH:16][CH:15]=3)[CH:12]=1)[N:9]([CH2:25][CH3:26])[CH:8]=[CH:7]2, predict the reactants needed to synthesize it. The reactants are: [H-].[Na+].[Br:3][C:4]1[CH:5]=[C:6]2[C:10](=[C:11]([C:13](=[O:21])[C:14]3[CH:19]=[CH:18][C:17]([F:20])=[CH:16][CH:15]=3)[CH:12]=1)[NH:9][CH:8]=[CH:7]2.[H][H].I[CH2:25][CH3:26].